This data is from Catalyst prediction with 721,799 reactions and 888 catalyst types from USPTO. The task is: Predict which catalyst facilitates the given reaction. (1) Reactant: [Br:1]Br.[Br:3][C:4]1[CH:5]=[CH:6][C:7]([O:10][CH3:11])=[N:8][CH:9]=1.C([O-])(=O)C.[Na+].C(O)(=O)C. Product: [Br:1][C:6]1[C:7]([O:10][CH3:11])=[N:8][CH:9]=[C:4]([Br:3])[CH:5]=1. The catalyst class is: 28. (2) Reactant: [F:1][C:2]1[CH:9]=[CH:8][CH:7]=[C:6]([F:10])[C:3]=1[C:4]#[N:5].C1C(=O)N([Br:18])C(=O)C1. Product: [Br:18][C:7]1[C:6]([F:10])=[C:3]([C:2]([F:1])=[CH:9][CH:8]=1)[C:4]#[N:5]. The catalyst class is: 65.